Predict which catalyst facilitates the given reaction. From a dataset of Catalyst prediction with 721,799 reactions and 888 catalyst types from USPTO. (1) Reactant: [F:1][CH:2]([P:4](=[O:11])([O:8][CH2:9][CH3:10])[O:5][CH2:6][CH3:7])[F:3].[Li+].CC([N-]C(C)C)C.[NH2:20][C:21]1[C:30]2[N:29]=[CH:28][C:27]([CH2:31][CH2:32][C:33]3[CH:38]=[CH:37][C:36]([O:39][CH3:40])=[CH:35][C:34]=3[CH3:41])=[CH:26][C:25]=2[C:24]2[CH:42]=[CH:43][C:44]([CH:46]=[O:47])=[CH:45][C:23]=2[N:22]=1. Product: [NH2:20][C:21]1[C:30]2[N:29]=[CH:28][C:27]([CH2:31][CH2:32][C:33]3[CH:38]=[CH:37][C:36]([O:39][CH3:40])=[CH:35][C:34]=3[CH3:41])=[CH:26][C:25]=2[C:24]2[CH:42]=[CH:43][C:44]([CH:46]([OH:47])[C:2]([P:4](=[O:11])([O:5][CH2:6][CH3:7])[O:8][CH2:9][CH3:10])([F:3])[F:1])=[CH:45][C:23]=2[N:22]=1. The catalyst class is: 1. (2) Reactant: [F:1][C:2]1[CH:7]=[C:6](/[CH:8]=[CH:9]/[CH3:10])[CH:5]=[C:4]([F:11])[C:3]=1[F:12].CC[C@H]1[C@H]2C[C@H]([C@H](OC3C4C(=CC=CC=4)C(O[C@H](C4C=CN=C5C=4C=C(OC)C=C5)[C@@H]4N5C[C@H](CC)[C@@H](CC5)C4)=NN=3)C3C=CN=C4C=3C=C([O:34]C)C=C4)N(CC2)C1.CS(N)(=O)=O.S([O-])([O-])=O.[Na+].[Na+].[OH2:82]. Product: [F:1][C:2]1[CH:7]=[C:6]([C@H:8]([OH:34])[C@@H:9]([OH:82])[CH3:10])[CH:5]=[C:4]([F:11])[C:3]=1[F:12]. The catalyst class is: 107. (3) Reactant: [F:1][C:2]1[CH:23]=[CH:22][C:5]([CH2:6][N:7]2[CH:11]=[C:10]([NH:12][C:13](=[O:21])OC3C=CC=CC=3)[CH:9]=[N:8]2)=[CH:4][CH:3]=1.[NH:24]1[CH2:29][CH2:28][O:27][CH:26]([CH2:30][OH:31])[CH2:25]1. Product: [F:1][C:2]1[CH:3]=[CH:4][C:5]([CH2:6][N:7]2[CH:11]=[C:10]([NH:12][C:13]([N:24]3[CH2:29][CH2:28][O:27][CH:26]([CH2:30][OH:31])[CH2:25]3)=[O:21])[CH:9]=[N:8]2)=[CH:22][CH:23]=1. The catalyst class is: 41. (4) Reactant: [CH2:1]([C:3]1[N:7](S(N(C)C)(=O)=O)[C:6]([CH:14]=O)=[N:5][N:4]=1)[CH3:2].[CH3:16][O:17][C:18]1[CH:19]=[C:20]2[C:24](=[CH:25][CH:26]=1)[NH:23][C:22](=[O:27])[CH2:21]2.N1CCCCC1. Product: [CH2:1]([C:3]1[NH:7][C:6](/[CH:14]=[C:21]2\[C:22](=[O:27])[NH:23][C:24]3[C:20]\2=[CH:19][C:18]([O:17][CH3:16])=[CH:26][CH:25]=3)=[N:5][N:4]=1)[CH3:2]. The catalyst class is: 8. (5) Reactant: [CH2:1]([O:5][CH2:6][CH2:7][O:8][C:9]1[CH:14]=[CH:13][C:12]([C:15]2[CH:16]=[CH:17][C:18]3[N:24]([CH2:25][CH:26]([CH3:28])[CH3:27])[CH2:23][CH2:22][C:21]([C:29]([NH:31][C:32]4[CH:37]=[CH:36][C:35]([S:38][CH2:39][C:40]5[N:44]([CH3:45])[N:43]=[CH:42][N:41]=5)=[CH:34][CH:33]=4)=[O:30])=[CH:20][C:19]=3[CH:46]=2)=[CH:11][CH:10]=1)[CH2:2][CH2:3][CH3:4].ClC1C=CC=C(C(OO)=[O:55])C=1.S([O-])([O-])(=O)=S.[Na+].[Na+]. Product: [CH2:1]([O:5][CH2:6][CH2:7][O:8][C:9]1[CH:10]=[CH:11][C:12]([C:15]2[CH:16]=[CH:17][C:18]3[N:24]([CH2:25][CH:26]([CH3:27])[CH3:28])[CH2:23][CH2:22][C:21]([C:29]([NH:31][C:32]4[CH:33]=[CH:34][C:35]([S:38]([CH2:39][C:40]5[N:44]([CH3:45])[N:43]=[CH:42][N:41]=5)=[O:55])=[CH:36][CH:37]=4)=[O:30])=[CH:20][C:19]=3[CH:46]=2)=[CH:13][CH:14]=1)[CH2:2][CH2:3][CH3:4]. The catalyst class is: 4.